From a dataset of Catalyst prediction with 721,799 reactions and 888 catalyst types from USPTO. Predict which catalyst facilitates the given reaction. Reactant: [OH:1][C:2]1[C:3]([CH3:8])=[N:4][CH:5]=[CH:6][CH:7]=1.Cl[C:10]1[N:15]=[CH:14][N:13]=[C:12]2[N:16]([CH:19]3[CH2:24][CH2:23][N:22]([C:25]4[O:29][N:28]=[C:27]([CH:30]([CH3:32])[CH3:31])[N:26]=4)[CH2:21][CH2:20]3)[N:17]=[CH:18][C:11]=12.C(=O)([O-])[O-].[K+].[K+]. Product: [CH:30]([C:27]1[N:26]=[C:25]([N:22]2[CH2:23][CH2:24][CH:19]([N:16]3[C:12]4=[N:13][CH:14]=[N:15][C:10]([O:1][C:2]5[C:3]([CH3:8])=[N:4][CH:5]=[CH:6][CH:7]=5)=[C:11]4[CH:18]=[N:17]3)[CH2:20][CH2:21]2)[O:29][N:28]=1)([CH3:32])[CH3:31]. The catalyst class is: 3.